This data is from Forward reaction prediction with 1.9M reactions from USPTO patents (1976-2016). The task is: Predict the product of the given reaction. (1) The product is: [N:3]1([C:22]([C:21]2[CH:20]=[CH:19][C:18]([O:17][C:16]3[CH:27]=[C:28]([CH:29]=[C:14]([O:13][C@@H:12]([CH3:40])[CH2:11][OH:10])[CH:15]=3)[C:30]([NH:32][C:33]3[CH:38]=[N:37][C:36]([CH3:39])=[CH:35][N:34]=3)=[O:31])=[CH:26][CH:25]=2)=[O:23])[CH2:4][CH2:9][CH2:7]1. Given the reactants CC[N:3]([CH:7]([CH3:9])C)[CH:4](C)C.[OH:10][CH2:11][C@H:12]([CH3:40])[O:13][C:14]1[CH:15]=[C:16]([CH:27]=[C:28]([C:30]([NH:32][C:33]2[CH:38]=[N:37][C:36]([CH3:39])=[CH:35][N:34]=2)=[O:31])[CH:29]=1)[O:17][C:18]1[CH:26]=[CH:25][C:21]([C:22](O)=[O:23])=[CH:20][CH:19]=1.CN(C(ON1N=NC2C=CC=NC1=2)=[N+](C)C)C.F[P-](F)(F)(F)(F)F.Cl.N1CCC1, predict the reaction product. (2) Given the reactants [CH2:1]([NH:5][C:6](=[O:43])[C:7](=[CH2:42])[CH2:8][C@H:9]([OH:41])[C@@H:10]([NH:33][C:34]([O:36][C:37]([CH3:40])([CH3:39])[CH3:38])=[O:35])[CH2:11][C@@H:12]([CH:30]([CH3:32])[CH3:31])[CH2:13][C:14]1[CH:19]=[CH:18][C:17]([O:20][CH3:21])=[C:16]([O:22][CH2:23][C:24]2[CH:29]=[CH:28][CH:27]=[CH:26][CH:25]=2)[CH:15]=1)[CH2:2][CH2:3][CH3:4].CCN(CC)CC, predict the reaction product. The product is: [CH2:1]([NH:5][C:6](=[O:43])[C@H:7]([CH3:42])[CH2:8][C@H:9]([OH:41])[C@@H:10]([NH:33][C:34]([O:36][C:37]([CH3:38])([CH3:40])[CH3:39])=[O:35])[CH2:11][C@@H:12]([CH:30]([CH3:31])[CH3:32])[CH2:13][C:14]1[CH:19]=[CH:18][C:17]([O:20][CH3:21])=[C:16]([O:22][CH2:23][C:24]2[CH:25]=[CH:26][CH:27]=[CH:28][CH:29]=2)[CH:15]=1)[CH2:2][CH2:3][CH3:4]. (3) Given the reactants [N+:1]([C:4]1[CH:5]=[C:6]2[C:10](=[CH:11][CH:12]=1)[N:9](CCC#N)[C:8](=[O:17])[C:7]12[O:22][CH2:21][CH2:20][CH2:19][O:18]1)([O-:3])=[O:2].N.C1COCC1, predict the reaction product. The product is: [N+:1]([C:4]1[CH:5]=[C:6]2[C:10](=[CH:11][CH:12]=1)[NH:9][C:8](=[O:17])[C:7]12[O:22][CH2:21][CH2:20][CH2:19][O:18]1)([O-:3])=[O:2]. (4) Given the reactants [N:1]1[CH:6]=[CH:5][CH:4]=[CH:3][C:2]=1[C:7]([C:16]1[N:21]=[C:20](F)[CH:19]=[CH:18][CH:17]=1)([C:9]1[N:14]=[C:13](F)[CH:12]=[CH:11][CH:10]=1)[CH3:8].[CH:23]1[CH:28]=[CH:27][C:26]([P-:29][C:30]2[CH:35]=[CH:34][CH:33]=[CH:32][CH:31]=2)=[CH:25][CH:24]=1.[K+].[Cl-].[NH4+], predict the reaction product. The product is: [N:1]1[CH:6]=[CH:5][CH:4]=[CH:3][C:2]=1[C:7]([C:16]1[N:21]=[C:20]([P:29]([C:30]2[CH:31]=[CH:32][CH:33]=[CH:34][CH:35]=2)[C:26]2[CH:27]=[CH:28][CH:23]=[CH:24][CH:25]=2)[CH:19]=[CH:18][CH:17]=1)([C:9]1[N:14]=[C:13]([P:29]([C:26]2[CH:27]=[CH:28][CH:23]=[CH:24][CH:25]=2)[C:30]2[CH:35]=[CH:34][CH:33]=[CH:32][CH:31]=2)[CH:12]=[CH:11][CH:10]=1)[CH3:8]. (5) Given the reactants [OH:1][C:2]1([C:5]([OH:7])=[O:6])[CH2:4][CH2:3]1.O.[C:9](OC(=O)C)(=[O:11])[CH3:10], predict the reaction product. The product is: [C:9]([O:1][C:2]1([C:5]([OH:7])=[O:6])[CH2:4][CH2:3]1)(=[O:11])[CH3:10].